From a dataset of Reaction yield outcomes from USPTO patents with 853,638 reactions. Predict the reaction yield, written as a fraction of the theoretical maximum amount of product (1.0 means a 100% yield; for example, 0.34 means a 34% yield). The reactants are [Br:1][C:2]1[CH:3]=[C:4]([CH2:8][N:9]2C(=O)C3C(=CC=CC=3)C2=O)[CH:5]=[N:6][CH:7]=1.O.NN. The catalyst is CCO. The product is [Br:1][C:2]1[CH:3]=[C:4]([CH2:8][NH2:9])[CH:5]=[N:6][CH:7]=1. The yield is 0.977.